Predict the product of the given reaction. From a dataset of Forward reaction prediction with 1.9M reactions from USPTO patents (1976-2016). (1) Given the reactants N12CCCN=C1CCCC[CH2:2]2.[O:12]=[C:13]([CH3:21])[CH2:14][CH2:15][CH2:16][CH2:17][C:18]([OH:20])=[O:19].IC, predict the reaction product. The product is: [O:12]=[C:13]([CH3:21])[CH2:14][CH2:15][CH2:16][CH2:17][C:18]([O:20][CH3:2])=[O:19]. (2) Given the reactants C[O:2][C:3]([C:5]1[N:6]([CH3:10])[N:7]=[CH:8][CH:9]=1)=O.[OH-].[NH4+:12], predict the reaction product. The product is: [CH3:10][N:6]1[C:5]([C:3]([NH2:12])=[O:2])=[CH:9][CH:8]=[N:7]1. (3) Given the reactants [NH2:1][C:2]1[C:7]([OH:8])=[C:6]([F:9])[C:5]([C:10]2[CH:15]=[CH:14][CH:13]=[CH:12][CH:11]=2)=[C:4]([CH3:16])[C:3]=1[C:17]#[N:18].CO[CH2:21][C:22]([O:24][CH2:25][CH3:26])=[O:23], predict the reaction product. The product is: [CH2:25]([O:24][C:22]([C:21]1[O:8][C:7]2[C:6]([F:9])=[C:5]([C:10]3[CH:15]=[CH:14][CH:13]=[CH:12][CH:11]=3)[C:4]([CH3:16])=[C:3]([C:17]#[N:18])[C:2]=2[N:1]=1)=[O:23])[CH3:26]. (4) Given the reactants [N+:1]([C:4]1[CH:9]=[CH:8][CH:7]=[C:6]([N+:10]([O-])=O)[C:5]=1[NH:13][CH2:14][CH2:15][CH2:16][NH:17][C:18](=[O:24])[O:19][C:20]([CH3:23])([CH3:22])[CH3:21])([O-])=O, predict the reaction product. The product is: [NH2:10][C:6]1[CH:7]=[CH:8][CH:9]=[C:4]([NH2:1])[C:5]=1[NH:13][CH2:14][CH2:15][CH2:16][NH:17][C:18](=[O:24])[O:19][C:20]([CH3:22])([CH3:21])[CH3:23].